Dataset: Reaction yield outcomes from USPTO patents with 853,638 reactions. Task: Predict the reaction yield, written as a fraction of the theoretical maximum amount of product (1.0 means a 100% yield; for example, 0.34 means a 34% yield). (1) The reactants are [NH2:1][CH2:2][CH:3]([C:5]1[C:10]2[O:11][CH2:12][C:13](=[O:15])[NH:14][C:9]=2[CH:8]=[CH:7][CH:6]=1)[OH:4].[C:16](O[C:16]([O:18][C:19]([CH3:22])([CH3:21])[CH3:20])=[O:17])([O:18][C:19]([CH3:22])([CH3:21])[CH3:20])=[O:17]. The catalyst is CN(C=O)C.CN(C1C=CN=CC=1)C. The product is [OH:4][CH:3]([C:5]1[C:10]2[O:11][CH2:12][C:13](=[O:15])[NH:14][C:9]=2[CH:8]=[CH:7][CH:6]=1)[CH2:2][NH:1][C:16](=[O:17])[O:18][C:19]([CH3:22])([CH3:21])[CH3:20]. The yield is 0.870. (2) The reactants are C[O:2][C:3](=O)[CH2:4][NH:5][C:6]([C:8]1[C:17]2[C:12](=[CH:13][CH:14]=[CH:15][CH:16]=2)[CH:11]=[CH:10][CH:9]=1)=[O:7].O.[NH2:20][NH2:21].O. The catalyst is CCO. The product is [NH:20]([C:3](=[O:2])[CH2:4][NH:5][C:6]([C:8]1[C:17]2[C:12](=[CH:13][CH:14]=[CH:15][CH:16]=2)[CH:11]=[CH:10][CH:9]=1)=[O:7])[NH2:21]. The yield is 0.790. (3) The reactants are [CH2:1]([NH:6][CH2:7][CH2:8][CH2:9][CH2:10][CH3:11])[CH2:2][CH2:3][CH2:4][CH3:5].[CH3:12][O:13][C:14]1[CH:22]=[CH:21][C:20]([CH:23]=[O:24])=[CH:19][C:15]=1[C:16]([OH:18])=O.ON1C2N=CC=CC=2N=N1.CN1CCOCC1.Cl.CN(C)CCCN=C=NCC. The catalyst is CN(C)C=O.C(OCC)(=O)C. The product is [CH2:7]([N:6]([CH2:1][CH2:2][CH2:3][CH2:4][CH3:5])[C:16](=[O:18])[C:15]1[CH:19]=[C:20]([CH:23]=[O:24])[CH:21]=[CH:22][C:14]=1[O:13][CH3:12])[CH2:8][CH2:9][CH2:10][CH3:11]. The yield is 0.990. (4) The reactants are [F:1][C:2]1[CH:6]=[N:5][N:4]([CH3:7])[C:3]=1[C:8]1[CH:9]=[C:10]([NH2:16])[CH:11]=[CH:12][C:13]=1[O:14][CH3:15].[F:17][C:18]([F:29])([F:28])[C:19]1[CH:24]=[CH:23][C:22]([N:25]=[C:26]=[O:27])=[CH:21][CH:20]=1. No catalyst specified. The product is [F:1][C:2]1[CH:6]=[N:5][N:4]([CH3:7])[C:3]=1[C:8]1[CH:9]=[C:10]([NH:16][C:26]([NH:25][C:22]2[CH:21]=[CH:20][C:19]([C:18]([F:17])([F:28])[F:29])=[CH:24][CH:23]=2)=[O:27])[CH:11]=[CH:12][C:13]=1[O:14][CH3:15]. The yield is 0.490. (5) The catalyst is O1CCOCC1.CCOC(C)=O.O. The yield is 0.820. The product is [F:1][C:2]1[CH:7]=[CH:6][C:5]([C:29]2[C:30]3[N:37]=[CH:36][N:35]([CH:38]([CH3:40])[CH3:39])[C:31]=3[N:32]=[N:33][CH:34]=2)=[CH:4][C:3]=1[C:17]1[CH:18]=[CH:19][C:20]([S:23]([NH:26][CH3:27])(=[O:24])=[O:25])=[CH:21][CH:22]=1. The reactants are [F:1][C:2]1[CH:7]=[CH:6][C:5](B2OC(C)(C)C(C)(C)O2)=[CH:4][C:3]=1[C:17]1[CH:22]=[CH:21][C:20]([S:23]([NH:26][CH3:27])(=[O:25])=[O:24])=[CH:19][CH:18]=1.Cl[C:29]1[C:30]2[N:37]=[CH:36][N:35]([CH:38]([CH3:40])[CH3:39])[C:31]=2[N:32]=[N:33][CH:34]=1.C([O-])([O-])=O.[Na+].[Na+]. (6) The reactants are [NH2:1][C:2]1[C:3](=[O:17])[N:4]([CH2:9][C:10]([O:12][C:13]([CH3:16])([CH3:15])[CH3:14])=[O:11])[C:5]([CH3:8])=[CH:6][CH:7]=1.CN1CCOCC1.[CH3:25][C:26]1[CH:27]=[C:28]([S:32](Cl)(=[O:34])=[O:33])[CH:29]=[CH:30][CH:31]=1. The catalyst is C(Cl)Cl. The product is [CH3:25][C:26]1[CH:27]=[C:28]([S:32]([NH:1][C:2]2[C:3](=[O:17])[N:4]([CH2:9][C:10]([O:12][C:13]([CH3:16])([CH3:15])[CH3:14])=[O:11])[C:5]([CH3:8])=[CH:6][CH:7]=2)(=[O:34])=[O:33])[CH:29]=[CH:30][CH:31]=1. The yield is 0.910. (7) The reactants are Br[C:2]1[NH:3][C:4]2[C:9]([N:10]=1)=[C:8]([N:11]1[CH2:16][CH2:15][O:14][CH2:13][C@H:12]1[CH3:17])[N:7]=[C:6]([N:18]1[CH2:23][CH2:22][O:21][CH2:20][C@H:19]1[CH3:24])[N:5]=2.O.[NH:26]1[CH:30]=[CH:29][N:28]=[C:27]1[C:31]1[CH:36]=[CH:35][C:34](B(O)O)=[CH:33][CH:32]=1.[F-].[Cs+]. The catalyst is C(#N)C.C(Cl)Cl.C(O)(C)C.C1C=CC([P]([Pd]([P](C2C=CC=CC=2)(C2C=CC=CC=2)C2C=CC=CC=2)([P](C2C=CC=CC=2)(C2C=CC=CC=2)C2C=CC=CC=2)[P](C2C=CC=CC=2)(C2C=CC=CC=2)C2C=CC=CC=2)(C2C=CC=CC=2)C2C=CC=CC=2)=CC=1. The product is [NH:26]1[CH:30]=[CH:29][N:28]=[C:27]1[C:31]1[CH:36]=[CH:35][C:34]([C:2]2[NH:3][C:4]3[C:9]([N:10]=2)=[C:8]([N:11]2[CH2:16][CH2:15][O:14][CH2:13][C@H:12]2[CH3:17])[N:7]=[C:6]([N:18]2[CH2:23][CH2:22][O:21][CH2:20][C@H:19]2[CH3:24])[N:5]=3)=[CH:33][CH:32]=1. The yield is 0.480.